Task: Predict the reaction yield, written as a fraction of the theoretical maximum amount of product (1.0 means a 100% yield; for example, 0.34 means a 34% yield).. Dataset: Reaction yield outcomes from USPTO patents with 853,638 reactions (1) The reactants are C1(P(=O)(C2C=CC=CC=2)C2C=CC=CC=2)C=CC=CC=1.FC(F)(F)S(OS(C(F)(F)F)(=O)=O)(=O)=O.C([S:43][CH:44]([CH:75]([O:78][CH3:79])[O:76][CH3:77])[CH2:45][NH:46][C:47]([C:49]1[NH:50][C:51]2[C:56]([CH:57]=1)=[CH:55][C:54]([O:58][C:59]1[CH:64]=[CH:63][C:62]([S:65]([CH3:68])(=[O:67])=[O:66])=[CH:61][CH:60]=1)=[CH:53][C:52]=2[O:69][CH:70]([CH3:74])[CH2:71][O:72][CH3:73])=O)C1C=CC=CC=1.C1(SC)C=CC=CC=1. The catalyst is C(#N)C. The product is [CH3:77][O:76][CH:75]([O:78][CH3:79])[CH:44]1[S:43][C:47]([C:49]2[NH:50][C:51]3[C:56]([CH:57]=2)=[CH:55][C:54]([O:58][C:59]2[CH:60]=[CH:61][C:62]([S:65]([CH3:68])(=[O:66])=[O:67])=[CH:63][CH:64]=2)=[CH:53][C:52]=3[O:69][CH:70]([CH3:74])[CH2:71][O:72][CH3:73])=[N:46][CH2:45]1. The yield is 0.100. (2) The catalyst is CO.[Pd]. The product is [CH3:17][O:16][CH:3]([O:2][CH3:1])[C:4]1[N:5]=[CH:6][C:7]2[CH2:13][CH2:12][C:11](=[O:14])[NH:10][C:8]=2[N:9]=1. The reactants are [CH3:1][O:2][CH:3]([O:16][CH3:17])[C:4]1[N:5]=[C:6](Cl)[C:7]2[CH2:13][CH2:12][C:11](=[O:14])[NH:10][C:8]=2[N:9]=1. The yield is 0.580. (3) The reactants are [C:1]([C:8]1[NH:9]C=CN=1)([C:3]1[NH:4][CH:5]=[CH:6][N:7]=1)=S.NC1N(C)N=CC=1.[NH:20]([C:22](=[O:43])[C:23]([NH:25][C:26]1[CH:31]=[CH:30][C:29]([C@H:32]2[CH2:37][CH2:36][C@H:35]([CH2:38][C:39]([O:41]C)=[O:40])[CH2:34][CH2:33]2)=[CH:28][CH:27]=1)=[O:24])[NH2:21].CCN=C=NCCCN(C)C.[OH-].[Li+].C(O)(=O)CC(CC(O)=O)(C(O)=O)O. The catalyst is CC(N(C)C)=O.C1COCC1.O.CO. The product is [CH3:5][N:4]1[C:3]([NH:7][C:6]2[O:43][C:22]([C:23]([NH:25][C:26]3[CH:31]=[CH:30][C:29]([C@H:32]4[CH2:37][CH2:36][C@H:35]([CH2:38][C:39]([OH:41])=[O:40])[CH2:34][CH2:33]4)=[CH:28][CH:27]=3)=[O:24])=[N:20][N:21]=2)=[CH:1][CH:8]=[N:9]1. The yield is 0.260. (4) The reactants are [OH:1][C@@:2]1([C:9]#[C:10][C:11]2[CH:12]=[C:13]([N:17]3[C:25]4[C:20](=[CH:21][CH:22]=[CH:23][C:24]=4[O:26][CH3:27])[C:19]([C:28]([O:30]C)=O)=[N:18]3)[CH:14]=[CH:15][CH:16]=2)[CH2:6][CH2:5][N:4]([CH3:7])[C:3]1=[O:8].[NH3:32]. The catalyst is CO. The product is [OH:1][C@@:2]1([C:9]#[C:10][C:11]2[CH:12]=[C:13]([N:17]3[C:25]4[C:20](=[CH:21][CH:22]=[CH:23][C:24]=4[O:26][CH3:27])[C:19]([C:28]([NH2:32])=[O:30])=[N:18]3)[CH:14]=[CH:15][CH:16]=2)[CH2:6][CH2:5][N:4]([CH3:7])[C:3]1=[O:8]. The yield is 0.580. (5) The reactants are [C:1]([O:5][C:6]([N:8]1[CH2:13][CH2:12][CH:11]([CH2:14][NH:15][C:16]2[CH:21]=[CH:20][C:19]([Cl:22])=[CH:18][CH:17]=2)[CH2:10][CH2:9]1)=[O:7])([CH3:4])([CH3:3])[CH3:2].C(N(CC)CC)C.[C:30](Cl)(=[O:33])[CH2:31][CH3:32].O. The catalyst is ClCCl. The product is [C:1]([O:5][C:6]([N:8]1[CH2:9][CH2:10][CH:11]([CH2:14][N:15]([C:16]2[CH:21]=[CH:20][C:19]([Cl:22])=[CH:18][CH:17]=2)[C:30](=[O:33])[CH2:31][CH3:32])[CH2:12][CH2:13]1)=[O:7])([CH3:4])([CH3:2])[CH3:3]. The yield is 1.00. (6) The reactants are C(OC([NH:8][CH:9]1[CH2:16][C@@H:15]2[N:17]([CH2:18][C:19]3[NH:24][C:23]([C:25]4[S:26][CH:27]=[CH:28][N:29]=4)=[N:22][C@@H:21]([C:30]4[CH:35]=[CH:34][C:33]([F:36])=[CH:32][C:31]=4[Cl:37])[C:20]=3[C:38]([O:40][CH3:41])=[O:39])[C@@H:11]([CH2:12][O:13][CH2:14]2)[CH2:10]1)=O)(C)(C)C.C(O)(C(F)(F)F)=O. The catalyst is C(Cl)Cl. The product is [NH2:8][CH:9]1[CH2:10][C@@H:11]2[N:17]([CH2:18][C:19]3[NH:24][C:23]([C:25]4[S:26][CH:27]=[CH:28][N:29]=4)=[N:22][C@@H:21]([C:30]4[CH:35]=[CH:34][C:33]([F:36])=[CH:32][C:31]=4[Cl:37])[C:20]=3[C:38]([O:40][CH3:41])=[O:39])[C@@H:15]([CH2:14][O:13][CH2:12]2)[CH2:16]1. The yield is 0.960.